From a dataset of Forward reaction prediction with 1.9M reactions from USPTO patents (1976-2016). Predict the product of the given reaction. (1) Given the reactants [C:1]1([C:7]2[C:8]([C:16]3[CH:21]=[CH:20][C:19]([CH:22](O)[CH3:23])=[CH:18][CH:17]=3)=[N:9][C:10]3[N:11]([CH:13]=[CH:14][N:15]=3)[CH:12]=2)[CH:6]=[CH:5][CH:4]=[CH:3][CH:2]=1.P(Br)(Br)[Br:26], predict the reaction product. The product is: [Br:26][CH:22]([C:19]1[CH:20]=[CH:21][C:16]([C:8]2[C:7]([C:1]3[CH:6]=[CH:5][CH:4]=[CH:3][CH:2]=3)=[CH:12][N:11]3[CH:13]=[CH:14][N:15]=[C:10]3[N:9]=2)=[CH:17][CH:18]=1)[CH3:23]. (2) Given the reactants Br[C:2]1[C:10]2[C:5](=[N:6][C:7]([NH:11][CH2:12][CH2:13][N:14]3[CH2:19][CH2:18][O:17][CH2:16][CH2:15]3)=[N:8][CH:9]=2)[N:4]([CH3:20])[N:3]=1.[C:21]([O:25][C:26](=[O:28])[NH2:27])([CH3:24])([CH3:23])[CH3:22].CC1(C)C(C)(C)OB([C:37]2[CH:38]=[C:39]([CH:45]=[CH:46][CH:47]=2)[CH2:40]NC(=O)O)O1, predict the reaction product. The product is: [C:21]([O:25][C:26](=[O:28])[NH:27][CH2:40][C:39]1[CH:45]=[CH:46][CH:47]=[C:37]([C:2]2[C:10]3[C:5](=[N:6][C:7]([NH:11][CH2:12][CH2:13][N:14]4[CH2:19][CH2:18][O:17][CH2:16][CH2:15]4)=[N:8][CH:9]=3)[N:4]([CH3:20])[N:3]=2)[CH:38]=1)([CH3:24])([CH3:23])[CH3:22]. (3) The product is: [CH3:18][N:15]1[CH2:14][CH2:13][N:12]([C:8]2[N:7]3[C:3]([CH2:2][NH:1][C:39](=[O:40])[CH2:38][C:32]4[CH:37]=[CH:36][CH:35]=[CH:34][CH:33]=4)=[C:4]([CH2:19][N:20]([CH3:31])[C@@H:21]4[C:30]5[N:29]=[CH:28][CH:27]=[CH:26][C:25]=5[CH2:24][CH2:23][CH2:22]4)[N:5]=[C:6]3[CH:11]=[CH:10][CH:9]=2)[CH2:17][CH2:16]1. Given the reactants [NH2:1][CH2:2][C:3]1[N:7]2[C:8]([N:12]3[CH2:17][CH2:16][N:15]([CH3:18])[CH2:14][CH2:13]3)=[CH:9][CH:10]=[CH:11][C:6]2=[N:5][C:4]=1[CH2:19][N:20]([CH3:31])[C@@H:21]1[C:30]2[N:29]=[CH:28][CH:27]=[CH:26][C:25]=2[CH2:24][CH2:23][CH2:22]1.[C:32]1([CH2:38][C:39](Cl)=[O:40])[CH:37]=[CH:36][CH:35]=[CH:34][CH:33]=1, predict the reaction product. (4) The product is: [CH3:13][O:14][CH2:15][CH2:16][O:12][C:8]1[CH:7]=[CH:6][CH:5]=[C:4]2[C:9]=1[CH:10]=[CH:11][C:2]([NH2:1])=[CH:3]2. Given the reactants [NH2:1][C:2]1[CH:3]=[C:4]2[C:9](=[CH:10][CH:11]=1)[C:8]([OH:12])=[CH:7][CH:6]=[CH:5]2.[CH3:13][O:14][CH2:15][CH2:16]O.CCOC(/N=N/C(OCC)=O)=O.C1(P(C2C=CC=CC=2)C2C=CC=CC=2)C=CC=CC=1, predict the reaction product. (5) Given the reactants [NH2:1][CH2:2][C:3]1[CH:4]=[CH:5][C:6]([Cl:36])=[C:7]([C:9]2[NH:13][C:12](=[O:14])[N:11]([C:15]3[CH:33]=[CH:32][C:18]([C:19]([NH:21][C:22]4[CH:27]=[CH:26][C:25]([F:28])=[C:24]([CH:29]([F:31])[F:30])[CH:23]=4)=[O:20])=[C:17]([O:34][CH3:35])[CH:16]=3)[N:10]=2)[CH:8]=1.[CH:37]1([C:40](Cl)=[O:41])[CH2:39][CH2:38]1.CCN(C(C)C)C(C)C, predict the reaction product. The product is: [Cl:36][C:6]1[CH:5]=[CH:4][C:3]([CH2:2][NH:1][C:40]([CH:37]2[CH2:39][CH2:38]2)=[O:41])=[CH:8][C:7]=1[C:9]1[NH:13][C:12](=[O:14])[N:11]([C:15]2[CH:33]=[CH:32][C:18]([C:19]([NH:21][C:22]3[CH:27]=[CH:26][C:25]([F:28])=[C:24]([CH:29]([F:31])[F:30])[CH:23]=3)=[O:20])=[C:17]([O:34][CH3:35])[CH:16]=2)[N:10]=1. (6) Given the reactants [CH2:1]([NH2+:7][CH2:8][CH2:9][CH2:10][CH2:11][CH2:12][CH3:13])[CH2:2][CH2:3][CH2:4][CH2:5][CH3:6].[C:14]1([CH3:23])[CH:19]=[CH:18][CH:17]=[C:16]([C:20]([O-:22])=O)[CH:15]=1, predict the reaction product. The product is: [CH2:8]([N:7]([CH2:1][CH2:2][CH2:3][CH2:4][CH2:5][CH3:6])[C:20]([C:16]1[CH:15]=[C:14]([CH3:23])[CH:19]=[CH:18][CH:17]=1)=[O:22])[CH2:9][CH2:10][CH2:11][CH2:12][CH3:13].